This data is from Catalyst prediction with 721,799 reactions and 888 catalyst types from USPTO. The task is: Predict which catalyst facilitates the given reaction. (1) Reactant: Cl[C:2]1[CH:7]=[C:6]([Cl:8])[N:5]=[C:4]([C:9]2[CH:14]=[CH:13][CH:12]=[C:11]([O:15][CH3:16])[CH:10]=2)[N:3]=1.C([O-])([O-])=O.[K+].[K+].[NH:23]1[CH2:28][CH2:27][O:26][CH2:25][CH2:24]1. Product: [Cl:8][C:6]1[N:5]=[C:4]([C:9]2[CH:14]=[CH:13][CH:12]=[C:11]([O:15][CH3:16])[CH:10]=2)[N:3]=[C:2]([N:23]2[CH2:28][CH2:27][O:26][CH2:25][CH2:24]2)[CH:7]=1. The catalyst class is: 23. (2) Reactant: [CH:1]1[CH:10]=[N:9][C:8]2[C:3](=[C:4]([N+:12]([O-:14])=[O:13])[CH:5]=[CH:6][C:7]=2[OH:11])[CH:2]=1.[NH2:15][C@H:16]([C:22]([OH:24])=[O:23])[CH2:17][CH2:18][CH2:19][CH2:20][NH2:21]. Product: [CH:1]1[CH:10]=[N:9][C:8]2[C:3](=[C:4]([N+:12]([O-:14])=[O:13])[CH:5]=[CH:6][C:7]=2[OH:11])[CH:2]=1.[NH2:15][C@H:16]([C:22]([OH:24])=[O:23])[CH2:17][CH2:18][CH2:19][CH2:20][NH2:21]. The catalyst class is: 32. (3) Reactant: [Cl:1][C:2]1[CH:3]=[C:4]([CH:21]=[O:22])[C:5]2[O:10][CH:9]([C:11]([F:14])([F:13])[F:12])[C:8]([C:15]([O:17]CC)=[O:16])=[CH:7][C:6]=2[CH:20]=1.[OH-].[Na+]. Product: [Cl:1][C:2]1[CH:3]=[C:4]([CH:21]=[O:22])[C:5]2[O:10][CH:9]([C:11]([F:13])([F:14])[F:12])[C:8]([C:15]([OH:17])=[O:16])=[CH:7][C:6]=2[CH:20]=1. The catalyst class is: 636. (4) Reactant: [Cl:1][C:2]1[N:11]=[C:10](Cl)[C:9]2[C:4](=[CH:5][C:6]([O:15][CH3:16])=[C:7]([O:13][CH3:14])[CH:8]=2)[N:3]=1.[CH2:17]([N:24]1[CH2:29][CH2:28][CH:27]([OH:30])[CH2:26][CH2:25]1)[C:18]1[CH:23]=[CH:22][CH:21]=[CH:20][CH:19]=1.CC([O-])(C)C.[K+].O. Product: [CH2:17]([N:24]1[CH2:29][CH2:28][CH:27]([O:30][C:10]2[C:9]3[C:4](=[CH:5][C:6]([O:15][CH3:16])=[C:7]([O:13][CH3:14])[CH:8]=3)[N:3]=[C:2]([Cl:1])[N:11]=2)[CH2:26][CH2:25]1)[C:18]1[CH:19]=[CH:20][CH:21]=[CH:22][CH:23]=1. The catalyst class is: 16. (5) Reactant: [Si:1]([O:8][C:9]1[C:14]([CH3:15])=[CH:13][C:12]([C:16]2(O)[C:24]3[C:19](=[CH:20][CH:21]=[CH:22][CH:23]=3)[NH:18][C:17]2=[O:25])=[CH:11][C:10]=1[CH3:27])([C:4]([CH3:7])([CH3:6])[CH3:5])([CH3:3])[CH3:2].[CH3:28][O:29][C:30]1[CH:31]=[C:32](B(O)O)[CH:33]=[CH:34][CH:35]=1.C(N(CC)CC)C. Product: [C:4]([Si:1]([CH3:3])([CH3:2])[O:8][C:9]1[C:10]([CH3:27])=[CH:11][C:12]([CH:16]2[C:24]3[C:19](=[CH:20][CH:21]=[CH:22][CH:23]=3)[N:18]([C:34]3[CH:33]=[CH:32][CH:31]=[C:30]([O:29][CH3:28])[CH:35]=3)[C:17]2=[O:25])=[CH:13][C:14]=1[CH3:15])([CH3:5])([CH3:7])[CH3:6]. The catalyst class is: 221.